From a dataset of Catalyst prediction with 721,799 reactions and 888 catalyst types from USPTO. Predict which catalyst facilitates the given reaction. (1) Reactant: Br[C:2]1[CH:10]=[CH:9][CH:8]=[C:7]2[C:3]=1[CH2:4][CH2:5][C:6]2=[O:11].[B:12]1([B:12]2[O:16][C:15]([CH3:18])([CH3:17])[C:14]([CH3:20])([CH3:19])[O:13]2)[O:16][C:15]([CH3:18])([CH3:17])[C:14]([CH3:20])([CH3:19])[O:13]1.CC([O-])=O.[K+]. Product: [CH3:19][C:14]1([CH3:20])[C:15]([CH3:18])([CH3:17])[O:16][B:12]([C:2]2[CH:10]=[CH:9][CH:8]=[C:7]3[C:3]=2[CH2:4][CH2:5][C:6]3=[O:11])[O:13]1. The catalyst class is: 800. (2) Reactant: [CH3:1][O:2][CH2:3][CH2:4][C:5]1[CH:6]=[C:7]([S:11](Cl)(=[O:13])=[O:12])[S:8][C:9]=1[CH3:10].[NH3:15]. Product: [CH3:1][O:2][CH2:3][CH2:4][C:5]1[CH:6]=[C:7]([S:11]([NH2:15])(=[O:13])=[O:12])[S:8][C:9]=1[CH3:10]. The catalyst class is: 2. (3) Reactant: [OH:1][CH2:2][CH2:3][O:4][CH2:5][CH2:6][O:7][CH2:8][CH2:9][OH:10].[H-].[Na+].[C:13]([O:17][C:18]([CH3:21])([CH3:20])[CH3:19])(=[O:16])[CH:14]=[CH2:15]. Product: [OH:1][CH2:2][CH2:3][O:4][CH2:5][CH2:6][O:7][CH2:8][CH2:9][O:10][CH2:15][CH2:14][C:13]([O:17][C:18]([CH3:21])([CH3:20])[CH3:19])=[O:16]. The catalyst class is: 1. (4) Reactant: [NH:1]1[CH2:6][CH2:5][CH:4]([O:7][C:8](=[O:22])[NH:9][C:10]2[CH:15]=[CH:14][CH:13]=[CH:12][C:11]=2[C:16]2[CH:21]=[CH:20][CH:19]=[CH:18][CH:17]=2)[CH2:3][CH2:2]1.[C:23]([OH:27])(=[O:26])[CH:24]=[CH2:25]. The catalyst class is: 2. Product: [C:11]1([C:16]2[CH:21]=[CH:20][CH:19]=[CH:18][CH:17]=2)[CH:12]=[CH:13][CH:14]=[CH:15][C:10]=1[NH:9][C:8]([O:7][CH:4]1[CH2:3][CH2:2][N:1]([CH2:25][CH2:24][C:23]([OH:27])=[O:26])[CH2:6][CH2:5]1)=[O:22]. (5) Product: [N:21]1[C:29]2[C:24](=[N:25][CH:26]=[CH:27][CH:28]=2)[S:23][C:22]=1[NH:30][C:18]([C:13]1[CH:12]=[C:11]2[C:16]([CH:17]=[C:9]([C:3]3[C:4]([Cl:8])=[CH:5][CH:6]=[CH:7][C:2]=3[Cl:1])[NH:10]2)=[CH:15][CH:14]=1)=[O:20]. The catalyst class is: 1. Reactant: [Cl:1][C:2]1[CH:7]=[CH:6][CH:5]=[C:4]([Cl:8])[C:3]=1[C:9]1[NH:10][C:11]2[C:16]([CH:17]=1)=[CH:15][CH:14]=[C:13]([C:18]([OH:20])=O)[CH:12]=2.[N:21]1[C:29]2[C:24](=[N:25][CH:26]=[CH:27][CH:28]=2)[S:23][C:22]=1[NH2:30].CCN=C=NCCCN(C)C.C1C=CC2N(O)N=NC=2C=1. (6) Reactant: [CH3:1][O:2][C:3](=[O:19])[C:4]1[CH:9]=[C:8]([N+:10]([O-])=O)[C:7]([S:13][CH2:14][C:15](OC)=[O:16])=[N:6][CH:5]=1. Product: [CH3:1][O:2][C:3]([C:4]1[CH:5]=[N:6][C:7]2[S:13][CH2:14][C:15](=[O:16])[NH:10][C:8]=2[CH:9]=1)=[O:19]. The catalyst class is: 180. (7) Reactant: CS([Cl:5])(=O)=O.[Cl:6][C:7]1[CH:30]=[CH:29][C:10]([CH2:11][NH:12][C:13]([C:15]2[C:16](=[O:28])[C:17]3[S:24][C:23]([CH2:25]O)=[C:22]([CH3:27])[C:18]=3[N:19]([CH3:21])[CH:20]=2)=[O:14])=[CH:9][CH:8]=1.N1C(C)=CC(C)=CC=1C. Product: [Cl:6][C:7]1[CH:8]=[CH:9][C:10]([CH2:11][NH:12][C:13]([C:15]2[C:16](=[O:28])[C:17]3[S:24][C:23]([CH2:25][Cl:5])=[C:22]([CH3:27])[C:18]=3[N:19]([CH3:21])[CH:20]=2)=[O:14])=[CH:29][CH:30]=1. The catalyst class is: 792. (8) Reactant: I[CH2:2][CH2:3][CH2:4][CH3:5].[CH2:6]([S:10]([O:13][C:14]1[CH:19]=[CH:18][C:17]([CH2:20][CH2:21][CH2:22][C:23]2[CH:28]=[CH:27][C:26]([CH2:29][CH2:30][C:31]([O:33][CH3:34])=[O:32])=[C:25]([OH:35])[CH:24]=2)=[CH:16][C:15]=1[O:36][CH3:37])(=[O:12])=[O:11])[CH2:7][CH2:8][CH3:9].C(=O)([O-])[O-].[K+].[K+].O. Product: [CH2:6]([S:10]([O:13][C:14]1[CH:19]=[CH:18][C:17]([CH2:20][CH2:21][CH2:22][C:23]2[CH:28]=[CH:27][C:26]([CH2:29][CH2:30][C:31]([O:33][CH3:34])=[O:32])=[C:25]([O:35][CH2:2][CH2:3][CH2:4][CH3:5])[CH:24]=2)=[CH:16][C:15]=1[O:36][CH3:37])(=[O:12])=[O:11])[CH2:7][CH2:8][CH3:9]. The catalyst class is: 311.